This data is from Peptide-MHC class I binding affinity with 185,985 pairs from IEDB/IMGT. The task is: Regression. Given a peptide amino acid sequence and an MHC pseudo amino acid sequence, predict their binding affinity value. This is MHC class I binding data. (1) The peptide sequence is QCGDPSSFEY. The MHC is HLA-A30:02 with pseudo-sequence HLA-A30:02. The binding affinity (normalized) is 0.319. (2) The peptide sequence is DLNQAVNNL. The MHC is HLA-A68:02 with pseudo-sequence HLA-A68:02. The binding affinity (normalized) is 0.0820. (3) The MHC is HLA-B07:02 with pseudo-sequence HLA-B07:02. The peptide sequence is FPSIFSTEV. The binding affinity (normalized) is 0.492. (4) The binding affinity (normalized) is 0.213. The MHC is HLA-B58:01 with pseudo-sequence HLA-B58:01. The peptide sequence is LERPLAVQL. (5) The MHC is HLA-A68:02 with pseudo-sequence HLA-A68:02. The peptide sequence is FPQGKAREF. The binding affinity (normalized) is 0. (6) The peptide sequence is ALNATDPGA. The MHC is HLA-A68:02 with pseudo-sequence HLA-A68:02. The binding affinity (normalized) is 0. (7) The peptide sequence is TVYYGVPVWK. The MHC is HLA-B40:01 with pseudo-sequence HLA-B40:01. The binding affinity (normalized) is 0.0259. (8) The peptide sequence is TVQEFIFSAL. The MHC is HLA-A68:02 with pseudo-sequence HLA-A68:02. The binding affinity (normalized) is 0.811.